From a dataset of Forward reaction prediction with 1.9M reactions from USPTO patents (1976-2016). Predict the product of the given reaction. (1) Given the reactants [CH3:1][CH:2]([C@H:4]([NH2:23])[C:5]([O:7][CH2:8][CH2:9][O:10][CH2:11][N:12]1[C:16]2[NH:17][C:18]([NH2:22])=[N:19][C:20](=[O:21])[C:15]=2[N:14]=[CH:13]1)=[O:6])[CH3:3].[CH3:24][S:25]([OH:28])(=[O:27])=[O:26], predict the reaction product. The product is: [CH3:3][CH:2]([C@H:4]([NH2:23])[C:5]([O:7][CH2:8][CH2:9][O:10][CH2:11][N:12]1[C:16]2[NH:17][C:18]([NH2:22])=[N:19][C:20](=[O:21])[C:15]=2[N:14]=[CH:13]1)=[O:6])[CH3:1].[S:25]([O-:28])(=[O:27])(=[O:26])[CH3:24]. (2) Given the reactants [F:1][C:2]1[CH:3]=[C:4]2[C:9](=[CH:10][CH:11]=1)[N:8]=[C:7]([C:12]1[CH:17]=[CH:16][CH:15]=[CH:14][CH:13]=1)[CH:6]=[C:5]2[C:18](O)=[O:19].CN(C(ON1[N:37]=[N:36][C:31]2[CH:32]=[CH:33][CH:34]=[CH:35]C1=2)=[N+](C)C)C.F[P-](F)(F)(F)(F)F.C1C=CC2N([OH:54])N=NC=2C=1.C[N:56]([C:58]([O:62]N1N=NC2C=CC=NC1=2)=[N+](C)C)C.F[P-](F)(F)(F)(F)F.C1C=NC2N(O)N=NC=2C=1, predict the reaction product. The product is: [F:1][C:2]1[CH:3]=[C:4]2[C:9](=[CH:10][CH:11]=1)[N:8]=[C:7]([C:12]1[CH:17]=[CH:16][CH:15]=[CH:14][CH:13]=1)[CH:6]=[C:5]2[C:18]([NH:56][C:58]1[O:62][C:31]([C:32]2[O:54][CH:35]=[CH:34][CH:33]=2)=[N:36][N:37]=1)=[O:19]. (3) The product is: [ClH:38].[F:27][C:24]([F:25])([F:26])[O:23][C:22]1[C:17]([CH2:16][NH2:8])=[CH:18][C:19]([C:28]2[CH:33]=[N:32][C:31]([C:34]([F:37])([F:36])[F:35])=[N:30][CH:29]=2)=[N:20][CH:21]=1. Given the reactants C(OC([N:8]([CH2:16][C:17]1[C:22]([O:23][C:24]([F:27])([F:26])[F:25])=[CH:21][N:20]=[C:19]([C:28]2[CH:29]=[N:30][C:31]([C:34]([F:37])([F:36])[F:35])=[N:32][CH:33]=2)[CH:18]=1)C(=O)OC(C)(C)C)=O)(C)(C)C.[ClH:38], predict the reaction product.